Dataset: NCI-60 drug combinations with 297,098 pairs across 59 cell lines. Task: Regression. Given two drug SMILES strings and cell line genomic features, predict the synergy score measuring deviation from expected non-interaction effect. (1) Drug 1: C1=CN(C(=O)N=C1N)C2C(C(C(O2)CO)O)O.Cl. Drug 2: CCC1(C2=C(COC1=O)C(=O)N3CC4=CC5=C(C=CC(=C5CN(C)C)O)N=C4C3=C2)O.Cl. Cell line: NCI-H522. Synergy scores: CSS=48.7, Synergy_ZIP=-9.97, Synergy_Bliss=-8.37, Synergy_Loewe=-2.48, Synergy_HSA=-0.582. (2) Drug 1: CCC1=C2CN3C(=CC4=C(C3=O)COC(=O)C4(CC)O)C2=NC5=C1C=C(C=C5)O. Drug 2: CS(=O)(=O)OCCCCOS(=O)(=O)C. Cell line: UO-31. Synergy scores: CSS=8.55, Synergy_ZIP=-5.84, Synergy_Bliss=1.22, Synergy_Loewe=-6.75, Synergy_HSA=0.615. (3) Drug 1: C1CN1P(=S)(N2CC2)N3CC3. Drug 2: CS(=O)(=O)OCCCCOS(=O)(=O)C. Cell line: 786-0. Synergy scores: CSS=3.92, Synergy_ZIP=-1.26, Synergy_Bliss=2.70, Synergy_Loewe=0.346, Synergy_HSA=0.794. (4) Drug 1: C1=C(C(=O)NC(=O)N1)F. Drug 2: CCC1(C2=C(COC1=O)C(=O)N3CC4=CC5=C(C=CC(=C5CN(C)C)O)N=C4C3=C2)O.Cl. Cell line: KM12. Synergy scores: CSS=38.8, Synergy_ZIP=-8.43, Synergy_Bliss=-12.8, Synergy_Loewe=-9.25, Synergy_HSA=-7.72. (5) Drug 1: CC12CCC3C(C1CCC2=O)CC(=C)C4=CC(=O)C=CC34C. Drug 2: CNC(=O)C1=NC=CC(=C1)OC2=CC=C(C=C2)NC(=O)NC3=CC(=C(C=C3)Cl)C(F)(F)F. Cell line: SN12C. Synergy scores: CSS=52.5, Synergy_ZIP=-0.911, Synergy_Bliss=0.252, Synergy_Loewe=-7.56, Synergy_HSA=1.17. (6) Drug 1: CC1=CC2C(CCC3(C2CCC3(C(=O)C)OC(=O)C)C)C4(C1=CC(=O)CC4)C. Drug 2: C1=NC2=C(N=C(N=C2N1C3C(C(C(O3)CO)O)O)F)N. Cell line: HT29. Synergy scores: CSS=-2.99, Synergy_ZIP=1.96, Synergy_Bliss=0.780, Synergy_Loewe=-1.37, Synergy_HSA=-1.64. (7) Drug 1: CC1=C(C(CCC1)(C)C)C=CC(=CC=CC(=CC(=O)O)C)C. Drug 2: C1CN(CCN1C(=O)CCBr)C(=O)CCBr. Cell line: UACC62. Synergy scores: CSS=18.8, Synergy_ZIP=-10.0, Synergy_Bliss=0.539, Synergy_Loewe=-5.02, Synergy_HSA=2.16. (8) Cell line: 786-0. Synergy scores: CSS=-3.28, Synergy_ZIP=0.0367, Synergy_Bliss=-1.93, Synergy_Loewe=-4.48, Synergy_HSA=-4.36. Drug 2: CC(C)NC(=O)C1=CC=C(C=C1)CNNC.Cl. Drug 1: C1=NC2=C(N=C(N=C2N1C3C(C(C(O3)CO)O)O)F)N. (9) Drug 1: CC1=C(C(CCC1)(C)C)C=CC(=CC=CC(=CC(=O)O)C)C. Drug 2: CN(CCCl)CCCl.Cl. Cell line: HCT-15. Synergy scores: CSS=29.5, Synergy_ZIP=-1.18, Synergy_Bliss=0.146, Synergy_Loewe=-8.56, Synergy_HSA=0.524.